Dataset: Peptide-MHC class II binding affinity with 134,281 pairs from IEDB. Task: Regression. Given a peptide amino acid sequence and an MHC pseudo amino acid sequence, predict their binding affinity value. This is MHC class II binding data. (1) The peptide sequence is RREIFIVETGLCSLA. The MHC is DRB1_1101 with pseudo-sequence DRB1_1101. The binding affinity (normalized) is 0.256. (2) The peptide sequence is PELKPGESRHTSDHM. The MHC is DRB1_1201 with pseudo-sequence DRB1_1201. The binding affinity (normalized) is 0.0468. (3) The peptide sequence is EPGHLAPTGMFVAAA. The MHC is HLA-DPA10201-DPB11401 with pseudo-sequence HLA-DPA10201-DPB11401. The binding affinity (normalized) is 0.199. (4) The peptide sequence is LHFSEALRIIAGTPE. The MHC is HLA-DPA10103-DPB10401 with pseudo-sequence HLA-DPA10103-DPB10401. The binding affinity (normalized) is 0.293. (5) The peptide sequence is IGLQYLGYVIRDLAA. The MHC is DRB3_0202 with pseudo-sequence DRB3_0202. The binding affinity (normalized) is 0.463. (6) The peptide sequence is GGGGESFGIVVAWQV. The MHC is DRB1_0301 with pseudo-sequence DRB1_0301. The binding affinity (normalized) is 0.176. (7) The binding affinity (normalized) is 0.206. The peptide sequence is IRYPLTFGWCFKLVPVDPREVEEA. The MHC is HLA-DPA10103-DPB10301 with pseudo-sequence HLA-DPA10103-DPB10301. (8) The peptide sequence is AVFEAALTKAITAMS. The MHC is HLA-DPA10301-DPB10402 with pseudo-sequence HLA-DPA10301-DPB10402. The binding affinity (normalized) is 0.357. (9) The peptide sequence is NGDGDVVAVDIKEKG. The MHC is DRB1_1201 with pseudo-sequence DRB1_1201. The binding affinity (normalized) is 0.